This data is from Full USPTO retrosynthesis dataset with 1.9M reactions from patents (1976-2016). The task is: Predict the reactants needed to synthesize the given product. (1) Given the product [ClH:2].[F:23][C:24]1[CH:30]=[C:29]([CH3:31])[C:28]([OH:32])=[CH:27][C:25]=1[NH:26][C:3]1[C:12]2[C:7](=[CH:8][C:9]([O:15][CH2:16][C:17]3[CH:22]=[CH:21][N:20]=[CH:19][CH:18]=3)=[C:10]([O:13][CH3:14])[CH:11]=2)[N:6]=[N:5][CH:4]=1, predict the reactants needed to synthesize it. The reactants are: Cl.[Cl:2][C:3]1[C:12]2[C:7](=[CH:8][C:9]([O:15][CH2:16][C:17]3[CH:22]=[CH:21][N:20]=[CH:19][CH:18]=3)=[C:10]([O:13][CH3:14])[CH:11]=2)[N:6]=[N:5][CH:4]=1.[F:23][C:24]1[CH:30]=[C:29]([CH3:31])[C:28]([OH:32])=[CH:27][C:25]=1[NH2:26]. (2) Given the product [O:22]1[CH:23]=[CH:24][CH:25]=[C:21]1[C:19]1[N:20]=[C:16]2[N:17]([C:12]([NH:11][CH2:10][CH2:9][OH:8])=[N:13][CH:14]=[C:15]2[CH2:26][N:27]2[CH2:32][CH2:31][N:30]([C:33]3[CH:38]=[CH:37][CH:36]=[CH:35][CH:34]=3)[CH2:29][CH2:28]2)[N:18]=1, predict the reactants needed to synthesize it. The reactants are: C([O:8][CH2:9][CH2:10][NH:11][C:12]1[N:17]2[N:18]=[C:19]([C:21]3[O:22][CH:23]=[CH:24][CH:25]=3)[N:20]=[C:16]2[C:15]([CH2:26][N:27]2[CH2:32][CH2:31][N:30]([C:33]3[CH:38]=[CH:37][CH:36]=[CH:35][CH:34]=3)[CH2:29][CH2:28]2)=[CH:14][N:13]=1)C1C=CC=CC=1.CSC.C(=O)([O-])O.[Na+].